Dataset: Peptide-MHC class II binding affinity with 134,281 pairs from IEDB. Task: Regression. Given a peptide amino acid sequence and an MHC pseudo amino acid sequence, predict their binding affinity value. This is MHC class II binding data. The peptide sequence is FFALCVLGLVAAALP. The MHC is HLA-DQA10102-DQB10602 with pseudo-sequence HLA-DQA10102-DQB10602. The binding affinity (normalized) is 0.575.